This data is from Catalyst prediction with 721,799 reactions and 888 catalyst types from USPTO. The task is: Predict which catalyst facilitates the given reaction. (1) Reactant: [CH3:1][C:2]1[C:7]([N+:8]([O-:10])=[O:9])=[CH:6][C:5]([C:11]#[C:12][Si](C)(C)C)=[CH:4][N:3]=1.C(=O)([O-])[O-].[K+].[K+]. Product: [C:11]([C:5]1[CH:6]=[C:7]([N+:8]([O-:10])=[O:9])[C:2]([CH3:1])=[N:3][CH:4]=1)#[CH:12]. The catalyst class is: 5. (2) Reactant: [C:1]([O:5][C:6]([NH:8][CH:9]([CH2:17][NH:18][CH:19]([CH3:21])[CH3:20])[C:10]([O:12][C:13]([CH3:16])([CH3:15])[CH3:14])=[O:11])=[O:7])([CH3:4])([CH3:3])[CH3:2].[CH2:22]([O:29][C:30]1[C:35](=[O:36])[CH:34]=[C:33]([CH2:37][O:38][CH:39]2[CH2:44][CH2:43][CH2:42][CH2:41][O:40]2)[O:32][C:31]=1[C:45](O)=[O:46])[C:23]1[CH:28]=[CH:27][CH:26]=[CH:25][CH:24]=1.CCN(C(C)C)C(C)C.CN(C(ON1N=NC2C=CC=NC1=2)=[N+](C)C)C.F[P-](F)(F)(F)(F)F. Product: [CH2:22]([O:29][C:30]1[C:35](=[O:36])[CH:34]=[C:33]([CH2:37][O:38][CH:39]2[CH2:44][CH2:43][CH2:42][CH2:41][O:40]2)[O:32][C:31]=1[C:45]([N:18]([CH2:17][CH:9]([NH:8][C:6]([O:5][C:1]([CH3:4])([CH3:3])[CH3:2])=[O:7])[C:10]([O:12][C:13]([CH3:16])([CH3:15])[CH3:14])=[O:11])[CH:19]([CH3:21])[CH3:20])=[O:46])[C:23]1[CH:24]=[CH:25][CH:26]=[CH:27][CH:28]=1. The catalyst class is: 31. (3) Reactant: [N+:1]([C:4]1[CH:9]=[CH:8][C:7]([C:10]2[NH:19][C:13]3[CH:14]=[N:15][C:16]([NH2:18])=[CH:17][C:12]=3[N:11]=2)=[CH:6][CH:5]=1)([O-:3])=[O:2].[CH:20]1([C:26](Cl)=[O:27])[CH2:25][CH2:24][CH2:23][CH2:22][CH2:21]1. Product: [N+:1]([C:4]1[CH:9]=[CH:8][C:7]([C:10]2[NH:19][C:13]3[CH:14]=[N:15][C:16]([NH:18][C:26]([CH:20]4[CH2:25][CH2:24][CH2:23][CH2:22][CH2:21]4)=[O:27])=[CH:17][C:12]=3[N:11]=2)=[CH:6][CH:5]=1)([O-:3])=[O:2]. The catalyst class is: 859. (4) Reactant: [CH2:1]([O:3][C:4](=[O:24])[C:5]1[CH:10]=[CH:9][CH:8]=[C:7]([S:11][C:12]2[C:20]3[C:15](=[C:16]([F:22])[C:17]([Cl:21])=[CH:18][CH:19]=3)[NH:14][C:13]=2[CH3:23])[CH:6]=1)[CH3:2].C[Si]([N-][Si](C)(C)C)(C)C.[Na+].S([C:45]#[N:46])(C1C=CC(C)=CC=1)(=O)=O. Product: [CH2:1]([O:3][C:4](=[O:24])[C:5]1[CH:10]=[CH:9][CH:8]=[C:7]([S:11][C:12]2[C:20]3[C:15](=[C:16]([F:22])[C:17]([Cl:21])=[CH:18][CH:19]=3)[N:14]([C:45]#[N:46])[C:13]=2[CH3:23])[CH:6]=1)[CH3:2]. The catalyst class is: 1. (5) Product: [CH2:10]([O:9][N:4]1[CH2:5][CH:6]=[CH:7][CH2:8][C@@H:2]([NH:1][S:30]([C:27]2[CH:28]=[CH:29][C:24]([O:23][C:22]3[CH:34]=[CH:35][C:19]([Cl:18])=[CH:20][CH:21]=3)=[CH:25][CH:26]=2)(=[O:31])=[O:32])[C:3]1=[O:17])[C:11]1[CH:16]=[CH:15][CH:14]=[CH:13][CH:12]=1. Reactant: [NH2:1][C@@H:2]1[CH2:8][CH:7]=[CH:6][CH2:5][N:4]([O:9][CH2:10][C:11]2[CH:16]=[CH:15][CH:14]=[CH:13][CH:12]=2)[C:3]1=[O:17].[Cl:18][C:19]1[CH:35]=[CH:34][C:22]([O:23][C:24]2[CH:29]=[CH:28][C:27]([S:30](Cl)(=[O:32])=[O:31])=[CH:26][CH:25]=2)=[CH:21][CH:20]=1. The catalyst class is: 17.